From a dataset of Reaction yield outcomes from USPTO patents with 853,638 reactions. Predict the reaction yield, written as a fraction of the theoretical maximum amount of product (1.0 means a 100% yield; for example, 0.34 means a 34% yield). (1) The reactants are [Cl:1][C:2]1[CH:3]=[C:4]([NH2:21])[C:5]([NH2:20])=[CH:6][C:7]=1[O:8][C:9]1[CH:14]=[CH:13][C:12]([C:15]([F:18])([F:17])[F:16])=[CH:11][C:10]=1[Cl:19].[F:22][C:23]([F:34])([F:33])[C:24]([F:32])([F:31])[C:25](F)(F)C(O)=O. No catalyst specified. The product is [Cl:1][C:2]1[C:7]([O:8][C:9]2[CH:14]=[CH:13][C:12]([C:15]([F:18])([F:16])[F:17])=[CH:11][C:10]=2[Cl:19])=[CH:6][C:5]2[NH:20][C:25]([C:24]([F:32])([F:31])[C:23]([F:34])([F:33])[F:22])=[N:21][C:4]=2[CH:3]=1. The yield is 0.540. (2) The reactants are [Br:1][C:2]1[C:3]([F:27])=[CH:4][C:5]2[O:11][CH2:10][CH2:9][N:8]3[C:12]([CH:18]([OH:25])[C:19]4[S:23][CH:22]=[N:21][C:20]=4[CH3:24])=[C:13]([C:15](O)=[O:16])[N:14]=[C:7]3[C:6]=2[CH:26]=1.[Cl-].[NH4+:29]. No catalyst specified. The product is [Br:1][C:2]1[C:3]([F:27])=[CH:4][C:5]2[O:11][CH2:10][CH2:9][N:8]3[C:12]([CH:18]([OH:25])[C:19]4[S:23][CH:22]=[N:21][C:20]=4[CH3:24])=[C:13]([C:15]([NH2:29])=[O:16])[N:14]=[C:7]3[C:6]=2[CH:26]=1. The yield is 0.150. (3) The reactants are Br[C:2]1[N:7]=[C:6]([O:8][CH3:9])[C:5]([N+:10]([O-:12])=[O:11])=[CH:4][CH:3]=1.[CH2:13]([N:20]1[CH2:24][CH2:23][CH:22]([OH:25])[CH2:21]1)[C:14]1[CH:19]=[CH:18][CH:17]=[CH:16][CH:15]=1.C([O-])([O-])=O.[K+].[K+]. The catalyst is CN(C)C=O. The product is [CH2:13]([N:20]1[CH2:24][CH2:23][CH:22]([O:25][C:2]2[N:7]=[C:6]([O:8][CH3:9])[C:5]([N+:10]([O-:12])=[O:11])=[CH:4][CH:3]=2)[CH2:21]1)[C:14]1[CH:15]=[CH:16][CH:17]=[CH:18][CH:19]=1. The yield is 0.181. (4) The reactants are Cl[C:2]1[N:7]=[C:6]([C:8]2[N:12]3[CH:13]=[CH:14][C:15]([C:17]([F:20])([F:19])[F:18])=[CH:16][C:11]3=[N:10][C:9]=2[C:21]2[CH:22]=[C:23]([CH:35]=[CH:36][CH:37]=2)[C:24]([NH:26][C:27]2[C:32]([F:33])=[CH:31][CH:30]=[CH:29][C:28]=2[F:34])=[O:25])[CH:5]=[CH:4][N:3]=1.[F:38][CH2:39][CH2:40][N:41]1[CH2:46][CH2:45][N:44]([CH:47]2[CH2:52][CH2:51][N:50]([C:53]3[CH:59]=[CH:58][C:56]([NH2:57])=[C:55]([O:60][CH3:61])[CH:54]=3)[CH2:49][CH2:48]2)[CH2:43][CH2:42]1.O.C1(C)C=CC(S(O)(=O)=O)=CC=1.C[O-].[Na+]. The catalyst is FC(F)(F)CO.CO.C(Cl)Cl.CCCCCC. The product is [F:34][C:28]1[CH:29]=[CH:30][CH:31]=[C:32]([F:33])[C:27]=1[NH:26][C:24](=[O:25])[C:23]1[CH:35]=[CH:36][CH:37]=[C:21]([C:9]2[N:10]=[C:11]3[CH:16]=[C:15]([C:17]([F:20])([F:19])[F:18])[CH:14]=[CH:13][N:12]3[C:8]=2[C:6]2[CH:5]=[CH:4][N:3]=[C:2]([NH:57][C:56]3[CH:58]=[CH:59][C:53]([N:50]4[CH2:49][CH2:48][CH:47]([N:44]5[CH2:43][CH2:42][N:41]([CH2:40][CH2:39][F:38])[CH2:46][CH2:45]5)[CH2:52][CH2:51]4)=[CH:54][C:55]=3[O:60][CH3:61])[N:7]=2)[CH:22]=1. The yield is 0.380. (5) The reactants are [C:1]([O:9][CH2:10][C@@:11]1([CH3:26])[CH:17]=[CH:16][CH2:15][CH:14]([O:18]CC2C=CC=CC=2)[CH2:13][O:12]1)(=[O:8])[C:2]1[CH:7]=[CH:6][CH:5]=[CH:4][CH:3]=1. The catalyst is CO.[Pd]. The product is [C:1]([O:9][CH2:10][C@@:11]1([CH3:26])[CH2:17][CH2:16][CH2:15][CH:14]([OH:18])[CH2:13][O:12]1)(=[O:8])[C:2]1[CH:7]=[CH:6][CH:5]=[CH:4][CH:3]=1. The yield is 1.00. (6) The reactants are [Br:1][C:2]1[CH:3]=[CH:4][C:5](F)=[C:6]([CH:9]=1)[CH:7]=[O:8].C([O-])([O-])=O.[K+].[K+].[Cl:17][C:18]1[CH:19]=[C:20]([OH:25])[CH:21]=[CH:22][C:23]=1[Cl:24].O. The catalyst is CN(C=O)C. The product is [Br:1][C:2]1[CH:3]=[CH:4][C:5]([O:25][C:20]2[CH:21]=[CH:22][C:23]([Cl:24])=[C:18]([Cl:17])[CH:19]=2)=[C:6]([CH:9]=1)[CH:7]=[O:8]. The yield is 0.540. (7) The reactants are [F:1][C:2]1[CH:7]=[CH:6][N:5]=[C:4]2[NH:8][C:9]([CH3:11])=[CH:10][C:3]=12.[H-].[Na+].Cl[Si:15]([CH:22]([CH3:24])[CH3:23])([CH:19]([CH3:21])[CH3:20])[CH:16]([CH3:18])[CH3:17].[Cl-].[NH4+]. The catalyst is C1COCC1.C(OCC)(=O)C. The product is [F:1][C:2]1[CH:7]=[CH:6][N:5]=[C:4]2[N:8]([Si:15]([CH:22]([CH3:24])[CH3:23])([CH:19]([CH3:21])[CH3:20])[CH:16]([CH3:18])[CH3:17])[C:9]([CH3:11])=[CH:10][C:3]=12. The yield is 0.650.